Dataset: Reaction yield outcomes from USPTO patents with 853,638 reactions. Task: Predict the reaction yield, written as a fraction of the theoretical maximum amount of product (1.0 means a 100% yield; for example, 0.34 means a 34% yield). (1) The reactants are Cl[C:2]1[C:7]([N+:8]([O-:10])=[O:9])=[CH:6][CH:5]=[C:4]([Cl:11])[N:3]=1.Cl.[NH2:13][CH2:14][CH2:15][C:16]([O:18][CH2:19][CH3:20])=[O:17].C(N(C(C)C)CC)(C)C.C([O-])(O)=O.[Na+]. The catalyst is CN(C)C=O. The product is [Cl:11][C:4]1[N:3]=[C:2]([NH:13][CH2:14][CH2:15][C:16]([O:18][CH2:19][CH3:20])=[O:17])[C:7]([N+:8]([O-:10])=[O:9])=[CH:6][CH:5]=1. The yield is 1.00. (2) The reactants are [Cl:1][C:2]1[CH:3]=[C:4]([C:17]([OH:19])=O)[C:5]2[O:9][C:8]([C:10]3[CH:15]=[CH:14][CH:13]=[CH:12][CH:11]=3)=[N:7][C:6]=2[CH:16]=1.Cl.Cl.[NH2:22][CH:23]1[CH2:30][CH:29]2[N:31]([CH3:32])[CH:25]([CH2:26][CH2:27][CH2:28]2)[CH2:24]1. No catalyst specified. The product is [CH3:32][N:31]1[CH:25]2[CH2:26][CH2:27][CH2:28][CH:29]1[CH2:30][CH:23]([NH:22][C:17]([C:4]1[C:5]3[O:9][C:8]([C:10]4[CH:11]=[CH:12][CH:13]=[CH:14][CH:15]=4)=[N:7][C:6]=3[CH:16]=[C:2]([Cl:1])[CH:3]=1)=[O:19])[CH2:24]2. The yield is 0.490. (3) The reactants are [Br:1][C:2]1[C:3]([O:10][CH2:11][C:12]([F:15])([F:14])[F:13])=[CH:4][C:5]([C:8]#N)=[N:6][CH:7]=1.N([O-])=[O:17].[Na+].[OH-:20].[Na+]. The catalyst is S(=O)(=O)(O)O. The product is [Br:1][C:2]1[C:3]([O:10][CH2:11][C:12]([F:15])([F:14])[F:13])=[CH:4][C:5]([C:8]([OH:17])=[O:20])=[N:6][CH:7]=1. The yield is 0.950. (4) The reactants are [C:1]([O:5][C:6](=[O:43])[N:7]([C:16]1[CH:21]=[CH:20][C:19]([C:22]([C:24]2[C:32]3[C:27](=[N:28][CH:29]=[C:30]([Cl:33])[CH:31]=3)[N:26](S(C3C=CC=CC=3)(=O)=O)[CH:25]=2)=[O:23])=[CH:18][N:17]=1)[CH2:8][C:9]1[CH:14]=[CH:13][CH:12]=[CH:11][C:10]=1[F:15])([CH3:4])([CH3:3])[CH3:2].C(=O)([O-])[O-].[K+].[K+].O. The catalyst is O1CCCC1. The product is [C:1]([O:5][C:6](=[O:43])[N:7]([C:16]1[CH:21]=[CH:20][C:19]([C:22]([C:24]2[C:32]3[C:27](=[N:28][CH:29]=[C:30]([Cl:33])[CH:31]=3)[NH:26][CH:25]=2)=[O:23])=[CH:18][N:17]=1)[CH2:8][C:9]1[CH:14]=[CH:13][CH:12]=[CH:11][C:10]=1[F:15])([CH3:4])([CH3:2])[CH3:3]. The yield is 0.640. (5) The reactants are O=[C:2]1[CH2:6][S:5][CH2:4][CH:3]1[C:7]([O:9]C)=O.Cl.[F:12][C:13]1[S:17][C:16]([C:18](=[NH:20])[NH2:19])=[CH:15][CH:14]=1.CCN(C(C)C)C(C)C.C(OCC)(=O)C. The catalyst is C(O)CC. The product is [F:12][C:13]1[S:17][C:16]([C:18]2[N:19]=[C:7]([OH:9])[C:3]3[CH2:4][S:5][CH2:6][C:2]=3[N:20]=2)=[CH:15][CH:14]=1. The yield is 0.620. (6) The reactants are Cl.C(N=C=NCCCN(C)C)C.C(N(CC)CC)C.[CH3:20][O:21][C:22]1[CH:23]=[C:24]([CH:28]=[C:29]([O:33][CH3:34])[C:30]=1[O:31][CH3:32])[C:25]([OH:27])=O.ON1C2C=CC=CC=2N=N1.[CH3:45][C:46](=[CH:57][C:58]1[CH:63]=[CH:62][CH:61]=[CH:60][CH:59]=1)[CH2:47][NH:48][CH2:49][CH2:50][CH:51]1[CH2:55][CH2:54][CH2:53][N:52]1[CH3:56]. The catalyst is O1CCCC1. The product is [CH3:34][O:33][C:29]1[CH:28]=[C:24]([CH:23]=[C:22]([O:21][CH3:20])[C:30]=1[O:31][CH3:32])[C:25]([N:48]([CH2:47][C:46]([CH3:45])=[CH:57][C:58]1[CH:59]=[CH:60][CH:61]=[CH:62][CH:63]=1)[CH2:49][CH2:50][CH:51]1[CH2:55][CH2:54][CH2:53][N:52]1[CH3:56])=[O:27]. The yield is 0.530. (7) The reactants are [CH3:1][O:2][C:3]1[NH:4][C:5](=[O:27])[C:6]([CH2:12][C:13]2[CH:18]=[CH:17][C:16]([C:19]3[C:20]([C:25]#[N:26])=[CH:21][CH:22]=[CH:23][CH:24]=3)=[CH:15][CH:14]=2)=[C:7]([CH2:9][CH2:10][CH3:11])[N:8]=1.[CH3:28][C:29]1([CH3:41])[CH2:33][C:32]2[CH:34]=[C:35](B(O)O)[CH:36]=[CH:37][C:31]=2[O:30]1.C(N(CC)CC)C.N1C=CC=CC=1. The catalyst is ClCCl.C(OCC)(=O)C.C([O-])(=O)C.[Cu+2].C([O-])(=O)C. The product is [CH3:28][C:29]1([CH3:41])[CH2:33][C:32]2[CH:34]=[C:35]([N:4]3[C:5](=[O:27])[C:6]([CH2:12][C:13]4[CH:18]=[CH:17][C:16]([C:19]5[C:20]([C:25]#[N:26])=[CH:21][CH:22]=[CH:23][CH:24]=5)=[CH:15][CH:14]=4)=[C:7]([CH2:9][CH2:10][CH3:11])[N:8]=[C:3]3[O:2][CH3:1])[CH:36]=[CH:37][C:31]=2[O:30]1. The yield is 0.510.